Predict the product of the given reaction. From a dataset of Forward reaction prediction with 1.9M reactions from USPTO patents (1976-2016). (1) Given the reactants [N+:1]([C:4]1[CH:8]=[CH:7][NH:6][N:5]=1)([O-:3])=[O:2].[H-].[Na+].Br[CH:12]([OH:15])[CH2:13][CH3:14], predict the reaction product. The product is: [N+:1]([C:4]1[CH:8]=[CH:7][N:6]([CH2:14][CH2:13][CH2:12][OH:15])[N:5]=1)([O-:3])=[O:2]. (2) Given the reactants [NH2:1][C:2]1[N:7]=[C:6]([N:8]([CH2:16][C:17]2[CH:22]=[CH:21][C:20]([O:23][CH3:24])=[CH:19][C:18]=2[O:25][CH3:26])[C:9](=[O:15])[O:10][C:11]([CH3:14])([CH3:13])[CH3:12])[C:5]2[N:27]=[CH:28][N:29]([CH3:30])[C:4]=2[C:3]=1I.[C:32]([O:37][CH2:38][CH3:39])(=[O:36])[C:33]([CH3:35])=O.CN(C1CCCCC1)C1CCCCC1, predict the reaction product. The product is: [C:11]([O:10][C:9]([N:8]([CH2:16][C:17]1[CH:22]=[CH:21][C:20]([O:23][CH3:24])=[CH:19][C:18]=1[O:25][CH3:26])[C:6]1[N:7]=[C:2]2[NH:1][C:33]([C:32]([O:37][CH2:38][CH3:39])=[O:36])=[CH:35][C:3]2=[C:4]2[N:29]([CH3:30])[CH:28]=[N:27][C:5]=12)=[O:15])([CH3:14])([CH3:13])[CH3:12]. (3) Given the reactants [NH2:1][C:2]1[C:7]2[C:8](=[O:20])[N:9]([C:13]3[CH:18]=[CH:17][C:16](Br)=[CH:15][CH:14]=3)[CH2:10][CH2:11][O:12][C:6]=2[N:5]=[CH:4][N:3]=1.[Cl:21][C:22]1[CH:23]=[C:24]([CH:30]=[CH:31][C:32]=1B1OC(C)(C)C(C)(C)O1)[CH2:25][NH:26][C:27](=[O:29])[CH3:28].P([O-])([O-])([O-])=O.[K+].[K+].[K+].CO, predict the reaction product. The product is: [NH2:1][C:2]1[C:7]2[C:8](=[O:20])[N:9]([C:13]3[CH:18]=[CH:17][C:16]([C:32]4[CH:31]=[CH:30][C:24]([CH2:25][NH:26][C:27](=[O:29])[CH3:28])=[CH:23][C:22]=4[Cl:21])=[CH:15][CH:14]=3)[CH2:10][CH2:11][O:12][C:6]=2[N:5]=[CH:4][N:3]=1. (4) Given the reactants [H-].[Na+].[C:3](=[O:10])([O:7][CH2:8][CH3:9])OCC.[Cl:11][C:12]1[CH:17]=[CH:16][CH:15]=[CH:14][C:13]=1[C:18](=[O:20])[CH3:19].C(O)C, predict the reaction product. The product is: [Cl:11][C:12]1[CH:17]=[CH:16][CH:15]=[CH:14][C:13]=1[C:18](=[O:20])[CH2:19][C:3]([O:7][CH2:8][CH3:9])=[O:10]. (5) Given the reactants C([N:8]1[CH2:13][CH2:12][N:11]([C:14]([C:16]2[N:17]=[CH:18][N:19]([C@H:27]3[CH2:32][CH2:31][CH2:30][CH2:29][C@@H:28]3[NH:33][C:34](=[O:40])[O:35][CH2:36][CH:37]3[CH2:39][CH2:38]3)[C:20]=2[C:21]2[CH:26]=[CH:25][CH:24]=[CH:23][CH:22]=2)=[O:15])[C@H:10]([CH2:41][C:42]2[CH:47]=[C:46]([F:48])[CH:45]=[C:44]([F:49])[CH:43]=2)[CH2:9]1)C1C=CC=CC=1, predict the reaction product. The product is: [F:48][C:46]1[CH:47]=[C:42]([CH:43]=[C:44]([F:49])[CH:45]=1)[CH2:41][C@@H:10]1[CH2:9][NH:8][CH2:13][CH2:12][N:11]1[C:14]([C:16]1[N:17]=[CH:18][N:19]([C@H:27]2[CH2:32][CH2:31][CH2:30][CH2:29][C@@H:28]2[NH:33][C:34](=[O:40])[O:35][CH2:36][CH:37]2[CH2:38][CH2:39]2)[C:20]=1[C:21]1[CH:22]=[CH:23][CH:24]=[CH:25][CH:26]=1)=[O:15]. (6) Given the reactants [CH2:1]([O:8][C:9]([N:11]1[CH2:15][CH2:14][CH2:13][CH:12]1[C:16]1[S:20][N:19]=[C:18]([NH2:21])[N:17]=1)=[O:10])[C:2]1[CH:7]=[CH:6][CH:5]=[CH:4][CH:3]=1.[CH:22]([CH:24]=O)=O.[Cl-].[NH4+:27].P([O-])([O-])([O-])=O.[Ca+2].P([O-])([O-])([O-])=O.[Ca+2].[Ca+2].[CH2:41]=O, predict the reaction product. The product is: [CH2:1]([O:8][C:9]([N:11]1[CH2:15][CH2:14][CH2:13][CH:12]1[C:16]1[S:20][N:19]=[C:18]([N:21]2[CH:24]=[CH:22][N:27]=[CH:41]2)[N:17]=1)=[O:10])[C:2]1[CH:3]=[CH:4][CH:5]=[CH:6][CH:7]=1.